Regression/Classification. Given a drug SMILES string, predict its absorption, distribution, metabolism, or excretion properties. Task type varies by dataset: regression for continuous measurements (e.g., permeability, clearance, half-life) or binary classification for categorical outcomes (e.g., BBB penetration, CYP inhibition). For this dataset (clearance_hepatocyte_az), we predict log10(clearance) (log10 of the in vitro intrinsic clearance, CLint, in uL/min per 10^6 hepatocytes; values are censored to the assay range of 3 to 150, which is 0.477 to 2.18 on this log10 scale). From a dataset of Hepatocyte clearance measurements from AstraZeneca. (1) The log10(clearance) is 1.78. The compound is O=c1[nH]c2c(O)ccc([C@@H](O)CNCCc3cccc(CNCc4ccccc4Cl)c3)c2s1. (2) The drug is Cc1ccc(S(=O)(=O)Nc2c(C(=O)N[C@@H](C)C(C)(C)C)c(C)nn2C2CCOC2)cc1. The log10(clearance) is 0.480. (3) The log10(clearance) is 0.930. The drug is O=C1Nc2ccc(Cl)cc2[C@@](C#CC2CC2)(C(F)(F)F)O1. (4) The drug is CCc1nn(C2CCCC2)c2c1CCn1c(-c3cccs3)nnc1-2. The log10(clearance) is 1.86. (5) The drug is CCOC(=O)C1=C(C)NC(C)=C(C(C)=O)[C@H]1c1cccc2c(=O)cc(C)oc12. The log10(clearance) is 2.02.